The task is: Predict the reaction yield, written as a fraction of the theoretical maximum amount of product (1.0 means a 100% yield; for example, 0.34 means a 34% yield).. This data is from Reaction yield outcomes from USPTO patents with 853,638 reactions. The yield is 0.300. The reactants are [C:1]1([C:7]2[S:8][CH2:9][CH:10]([C:12]([O:14][CH3:15])=[O:13])[N:11]=2)[CH:6]=[CH:5][CH:4]=[CH:3][CH:2]=1.C([O-])([O-])=O.[K+].[K+]. The product is [C:1]1([C:7]2[S:8][CH:9]=[C:10]([C:12]([O:14][CH3:15])=[O:13])[N:11]=2)[CH:2]=[CH:3][CH:4]=[CH:5][CH:6]=1. The catalyst is CN(C=O)C.